Dataset: Full USPTO retrosynthesis dataset with 1.9M reactions from patents (1976-2016). Task: Predict the reactants needed to synthesize the given product. (1) Given the product [CH3:15][Si:14]([CH3:17])([CH3:16])[CH2:13][CH2:12][O:11][CH2:10][O:9][CH2:8][C:6]1[N:7]=[C:3]([C:2]2[N:18]=[C:65]([C:64]([OH:63])([CH3:69])[CH3:68])[O:66][N:1]=2)[S:4][CH:5]=1, predict the reactants needed to synthesize it. The reactants are: [NH2:1][C:2](=[N:18]OC(=O)CC(C)(C)C(OC)=O)[C:3]1[S:4][CH:5]=[C:6]([CH2:8][O:9][CH2:10][O:11][CH2:12][CH2:13][Si:14]([CH3:17])([CH3:16])[CH3:15])[N:7]=1.CN(C(ON1N=NC2C=CC=NC1=2)=[N+](C)C)C.F[P-](F)(F)(F)(F)F.CCN(C(C)C)C(C)C.[OH:63][C:64]([CH3:69])([CH3:68])[C:65](O)=[O:66]. (2) Given the product [I:10][C:18]1[CH:21]=[N:20][CH:15]=[C:14]([N+:13]#[C-:12])[CH:19]=1, predict the reactants needed to synthesize it. The reactants are: BrC1C=C(C#N)C=NC=1.[I-:10].[Na+].[CH3:12][NH:13][C@@H:14]1[CH2:19][CH2:18]CC[C@H:15]1[NH:20][CH3:21]. (3) Given the product [Br:1][C:2]1[CH:6]=[N:5][N:4]([CH3:7])[C:3]=1[C:8]1[CH:9]=[C:10]([NH:16][C:25]([NH:24][C:21]2[CH:22]=[CH:23][C:18]([F:17])=[C:19]([N+:27]([O-:29])=[O:28])[CH:20]=2)=[O:26])[CH:11]=[CH:12][C:13]=1[O:14][CH3:15], predict the reactants needed to synthesize it. The reactants are: [Br:1][C:2]1[CH:6]=[N:5][N:4]([CH3:7])[C:3]=1[C:8]1[CH:9]=[C:10]([NH2:16])[CH:11]=[CH:12][C:13]=1[O:14][CH3:15].[F:17][C:18]1[CH:23]=[CH:22][C:21]([N:24]=[C:25]=[O:26])=[CH:20][C:19]=1[N+:27]([O-:29])=[O:28]. (4) Given the product [CH3:1][N:2]1[CH2:7][CH2:6][CH:5]([O:8][C:12]2[CH:13]=[C:14]([CH:17]=[CH:18][CH:19]=2)[C:15]#[N:16])[CH2:4][CH2:3]1, predict the reactants needed to synthesize it. The reactants are: [CH3:1][N:2]1[CH2:7][CH2:6][CH:5]([OH:8])[CH2:4][CH2:3]1.[H-].[Na+].F[C:12]1[CH:13]=[C:14]([CH:17]=[CH:18][CH:19]=1)[C:15]#[N:16]. (5) The reactants are: [CH3:1][O:2][C:3]1[CH:4]=[N:5][C:6]2[CH:7]=[CH:8][CH:9]=[C:10]([OH:13])[C:11]=2[N:12]=1.C1C(=O)N([Cl:21])C(=O)C1. Given the product [Cl:21][C:9]1[CH:8]=[CH:7][C:6]2[N:5]=[CH:4][C:3]([O:2][CH3:1])=[N:12][C:11]=2[C:10]=1[OH:13], predict the reactants needed to synthesize it.